This data is from Forward reaction prediction with 1.9M reactions from USPTO patents (1976-2016). The task is: Predict the product of the given reaction. (1) The product is: [O:14]1[C:18]2[CH:19]=[CH:20][C:21]([C:46]3[NH:1][C:2]4[N:6]([N:5]=[C:4]([OH:7])[C:3]=4[C:8]4[CH:13]=[CH:12][CH:11]=[CH:10][N:9]=4)[C:44](=[O:48])[CH:45]=3)=[CH:22][C:17]=2[CH:16]=[CH:15]1. Given the reactants [NH2:1][C:2]1[NH:6][N:5]=[C:4]([OH:7])[C:3]=1[C:8]1[CH:13]=[CH:12][CH:11]=[CH:10][N:9]=1.[O:14]1[C:18]2[CH:19]=[C:20](C(=O)CC(OCCCC)=O)[CH:21]=[CH:22][C:17]=2[CH:16]=[CH:15]1.CC1C=CC(S(O)(=O)=O)=CC=1.[CH2:44]([OH:48])[CH2:45][CH2:46]C, predict the reaction product. (2) Given the reactants Cl.[Br:2][C:3]1[CH:13]=[CH:12][C:6]([C:7](=[NH:11])[O:8][CH2:9][CH3:10])=[CH:5][CH:4]=1, predict the reaction product. The product is: [Br:2][C:3]1[CH:4]=[CH:5][C:6]([C:7](=[NH:11])[O:8][CH2:9][CH3:10])=[CH:12][CH:13]=1. (3) Given the reactants [CH3:1][O:2][C:3]1[CH:10]=[CH:9][C:6]([CH:7]=O)=[CH:5][CH:4]=1.[NH2:11][CH2:12][C:13]1[N:17]([CH2:18][CH2:19][NH:20][C:21](=[O:27])[O:22][C:23]([CH3:26])([CH3:25])[CH3:24])[N:16]=[C:15]([CH2:28][CH3:29])[C:14]=1[O:30][C:31]1[CH:36]=[C:35]([Cl:37])[CH:34]=[C:33]([Cl:38])[CH:32]=1.S([O-])([O-])(=O)=O.[Mg+2].[BH4-].[Na+], predict the reaction product. The product is: [Cl:38][C:33]1[CH:32]=[C:31]([CH:36]=[C:35]([Cl:37])[CH:34]=1)[O:30][C:14]1[C:15]([CH2:28][CH3:29])=[N:16][N:17]([CH2:18][CH2:19][NH:20][C:21](=[O:27])[O:22][C:23]([CH3:25])([CH3:26])[CH3:24])[C:13]=1[CH2:12][NH:11][CH2:7][C:6]1[CH:9]=[CH:10][C:3]([O:2][CH3:1])=[CH:4][CH:5]=1. (4) The product is: [CH3:1][O:2][C:3]1[CH:4]=[CH:5][C:6]([O:12][C:13]2[C:14]([CH3:22])=[N:15][N:16]([CH2:19][C:20]3[NH:25][N:24]=[N:23][N:21]=3)[C:17]=2[CH3:18])=[C:7]2[C:11]=1[CH2:10][CH2:9][CH2:8]2. Given the reactants [CH3:1][O:2][C:3]1[CH:4]=[CH:5][C:6]([O:12][C:13]2[C:14]([CH3:22])=[N:15][N:16]([CH2:19][C:20]#[N:21])[C:17]=2[CH3:18])=[C:7]2[C:11]=1[CH2:10][CH2:9][CH2:8]2.[N-:23]=[N+:24]=[N-:25].[Na+].Cl.C(N(CC)CC)C.Cl, predict the reaction product. (5) Given the reactants Cl.[NH2:2][CH2:3][CH2:4][C:5]1[C:10]2[O:11][CH2:12][C:13](=[O:15])[NH:14][C:9]=2[C:8]([OH:16])=[CH:7][CH:6]=1.[CH:17]1([N:24]([CH2:48][CH:49]=O)[C:25](=[O:47])[CH2:26][CH2:27][N:28]([CH2:39][CH2:40][C:41]2[CH:46]=[CH:45][CH:44]=[CH:43][CH:42]=2)[C:29](=[O:38])[O:30][CH2:31][C:32]2[CH:37]=[CH:36][CH:35]=[CH:34][CH:33]=2)[CH2:23][CH2:22][CH2:21][CH2:20][CH2:19][CH2:18]1, predict the reaction product. The product is: [CH:17]1([N:24]([CH2:48][CH2:49][NH:2][CH2:3][CH2:4][C:5]2[C:10]3[O:11][CH2:12][C:13](=[O:15])[NH:14][C:9]=3[C:8]([OH:16])=[CH:7][CH:6]=2)[C:25](=[O:47])[CH2:26][CH2:27][N:28]([CH2:39][CH2:40][C:41]2[CH:42]=[CH:43][CH:44]=[CH:45][CH:46]=2)[C:29](=[O:38])[O:30][CH2:31][C:32]2[CH:33]=[CH:34][CH:35]=[CH:36][CH:37]=2)[CH2:23][CH2:22][CH2:21][CH2:20][CH2:19][CH2:18]1.